Dataset: Catalyst prediction with 721,799 reactions and 888 catalyst types from USPTO. Task: Predict which catalyst facilitates the given reaction. Reactant: CC1C=CC(S(O[CH2:12][CH2:13][CH2:14][CH2:15][C:16]2[C:24]3[C:19](=[CH:20][CH:21]=[C:22]([F:25])[CH:23]=3)[NH:18][CH:17]=2)(=O)=O)=CC=1.[CH3:26][C:27]1[CH:32]=[C:31]([CH3:33])[N:30]=[C:29]([N:34]2[CH2:39][CH2:38][NH:37][CH2:36][CH2:35]2)[N:28]=1.C(=O)([O-])[O-].[K+].[K+].[I-].[K+]. Product: [CH3:26][C:27]1[CH:32]=[C:31]([CH3:33])[N:30]=[C:29]([N:34]2[CH2:35][CH2:36][N:37]([CH2:12][CH2:13][CH2:14][CH2:15][C:16]3[C:24]4[C:19](=[CH:20][CH:21]=[C:22]([F:25])[CH:23]=4)[NH:18][CH:17]=3)[CH2:38][CH2:39]2)[N:28]=1. The catalyst class is: 10.